From a dataset of NCI-60 drug combinations with 297,098 pairs across 59 cell lines. Regression. Given two drug SMILES strings and cell line genomic features, predict the synergy score measuring deviation from expected non-interaction effect. (1) Drug 1: C1CCC(CC1)NC(=O)N(CCCl)N=O. Drug 2: CC1=C(C=C(C=C1)NC(=O)C2=CC=C(C=C2)CN3CCN(CC3)C)NC4=NC=CC(=N4)C5=CN=CC=C5. Cell line: KM12. Synergy scores: CSS=10.3, Synergy_ZIP=-6.14, Synergy_Bliss=-11.3, Synergy_Loewe=-14.3, Synergy_HSA=-13.3. (2) Drug 1: C1=NC2=C(N1)C(=S)N=CN2. Drug 2: CC(C)NC(=O)C1=CC=C(C=C1)CNNC.Cl. Cell line: HOP-92. Synergy scores: CSS=17.1, Synergy_ZIP=-10.7, Synergy_Bliss=-1.89, Synergy_Loewe=-25.9, Synergy_HSA=-3.85. (3) Drug 1: CC1OCC2C(O1)C(C(C(O2)OC3C4COC(=O)C4C(C5=CC6=C(C=C35)OCO6)C7=CC(=C(C(=C7)OC)O)OC)O)O. Drug 2: C1=NNC2=C1C(=O)NC=N2. Cell line: ACHN. Synergy scores: CSS=49.0, Synergy_ZIP=-3.76, Synergy_Bliss=-2.42, Synergy_Loewe=-8.09, Synergy_HSA=0.910. (4) Drug 1: CC1=C2C(C(=O)C3(C(CC4C(C3C(C(C2(C)C)(CC1OC(=O)C(C(C5=CC=CC=C5)NC(=O)C6=CC=CC=C6)O)O)OC(=O)C7=CC=CC=C7)(CO4)OC(=O)C)O)C)OC(=O)C. Drug 2: C1C(C(OC1N2C=NC(=NC2=O)N)CO)O. Cell line: NCI-H460. Synergy scores: CSS=60.7, Synergy_ZIP=-1.73, Synergy_Bliss=-3.44, Synergy_Loewe=-4.92, Synergy_HSA=-1.34.